From a dataset of Experimentally validated miRNA-target interactions with 360,000+ pairs, plus equal number of negative samples. Binary Classification. Given a miRNA mature sequence and a target amino acid sequence, predict their likelihood of interaction. (1) The miRNA is mmu-miR-1964-5p with sequence AGCUGGAGCACAAAAGCCGGUG. The protein sequence of the target gene is MAGARSRDPWGASGICYLFGSLLVELLFSRAVAFNLDVMGALRKEGEPGSLFGFSVALHRQLQPRPQSWLLVGAPQALALPGQQANRTGGLFACPLSLEETDCYRVDIDQGADMQKESKENQWLGVSVRSQGPGGKIVTCAHRYEARQRVDQILETRDMIGRCFVLSQDLAIRDELDGGEWKFCEGRPQGHEQFGFCQQGTAAAFSPDSHYLLFGAPGTYNWKGTARVELCAQGSADLAHLDDGPYEAGGEKEQDPRLIPVPANSYFGLLFVTNIDSSDPDQLVYKTLDPADRLPGPAGD.... Result: 0 (no interaction). (2) The miRNA is hsa-miR-3135b with sequence GGCUGGAGCGAGUGCAGUGGUG. The protein sequence of the target gene is MGSILSRRIAGVEDIDIQANSAYRYPPKSGNYFASHFFMGGEKFDTPHPEGYLFGENMDLNFLGSRPVQFPYVTPAPHEPVKTLRSLVNIRKDSLRLVRYKDDADSPTEDGDKPRVLYSLEFTFDADARVAITIYCQASEEFLNGRAVYSPKSPSLQSETVHYKRGVSQQFSLPSFKIDFSEWKDDELNFDLDRGVFPVVIQAVVDEGDVVEVTGHAHVLLAAFEKHMDGSFSVKPLKQKQIVDRVSYLLQEIYGIENKNNQETKPSDDENSDNSNECVVCLSDLRDTLILPCRHLCLCT.... Result: 0 (no interaction). (3) The protein sequence of the target gene is MQSKPGRENEEEVNNHHAVQQPMMYAEPWWKNNSFGVVPQARPSGIPSNSSSLDCPNGSESNDVHSASEDGALNGENDGTWKDSQAATSSRSVDNHGMEGNDPALSIRNMHDQPLVQPPELVGHYIACVPNPYQDPYYGGLMGAYGHQQLGFRPYLGMPRERTALPLDMAQEPVYVNAKQYEGILRRRKARAKAELERKVIRDRKPYLHESRHKHAMRRARASGGRFAKKSEVEAGEDAGGRDRERGSATNSSGSEQVETDSNETLNSSGAP. Result: 0 (no interaction). The miRNA is hsa-miR-4540 with sequence UUAGUCCUGCCUGUAGGUUUA. (4) The miRNA is hsa-miR-561-3p with sequence CAAAGUUUAAGAUCCUUGAAGU. The protein sequence of the target gene is MSQHKFLFTSESVSEGHPDKMCDQISDAVLDAHLAQDPHAKVACETVTKTGMIMLCGEITSKAVVDYQVLVRNVIKKIGYDDSSKGFDYKTCNVLVALEQQSPEIAAGVHVDKDSDDVGAGDQGIMFGYATDETEEAMPLTLLLSHKLNRKLHELRRSGELEWVRPDSKTQVTIEYASEGGACVPLRVHTVVISTQHSPDISLDDLRKELIEKVIKAVIPANLIDDKTIYHLNPCGSFIIGGPMGDAGLTGRKIIVDTYGGWGAHGGGAFSGKDPTKVDRSAAYAARWVAKSLVKSGLCR.... Result: 0 (no interaction). (5) The miRNA is hsa-miR-208a-5p with sequence GAGCUUUUGGCCCGGGUUAUAC. The protein sequence of the target gene is MPVRRGHVAPQNTFLGTIIRKFEGQNKKFIIANARVQNCAIIYCNDGFCEMTGFSRPDVMQKPCTCDFLHGPETKRHDIAQIAQALLGSEERKVEVTYYHKNGSTFICNTHIIPVKNQEGVAMMFIINFEYVTDEENAATPERVNPILPVKTVNRKLFGFKFPGLRVLTYRKQSLPQEDPDVVVIDSSKHSDDSVAMKHFKSPTKESCSPSEADDTKALIQPSQCSPLVNISGPLDHSSPKRQWDRLYPDMLQSSSQLTHSRSRESLCSIRRASSVHDIEGFSVHPKNIFRDRHASEDNG.... Result: 0 (no interaction). (6) The miRNA is hsa-miR-4295 with sequence CAGUGCAAUGUUUUCCUU. The protein sequence of the target gene is MDHSHHMGMSYMDSNSTMQPSHHHPTTSASHSHGGGDSSMMMMPMTFYFGFKNVELLFSGLVINTAGEMAGAFVAVFLLAMFYEGLKIARESLLRKSQVSIRYNSMPVPGPNGTILMETHKTVGQQMLSFPHLLQTVLHIIQVVISYFLMLIFMTYNGYLCIAVAAGAGTGYFLFSWKKAVVVDITEHCH. Result: 1 (interaction). (7) The miRNA is hsa-miR-410-3p with sequence AAUAUAACACAGAUGGCCUGU. The protein sequence of the target gene is MPGHNTSRNSSCDPIVTPHLISLYFIVLIGGLVGVISILFLLVKMNTRSVTTMAVINLVVVHSVFLLTVPFRLTYLIKKTWMFGLPFCKFVSAMLHIHMYLTFLFYVVILVTRYLIFFKCKDKVEFYRKLHAVAASAGMWTLVIVIVVPLVVSRYGIHEEYNEEHCFKFHKELAYTYVKIINYMIVIFVIAVAVILLVFQVFIIMLMVQKLRHSLLSHQEFWAQLKNLFFIGVILVCFLPYQFFRIYYLNVVTHSNACNSKVAFYNEIFLSVTAISCYDLLLFVFGGSHWFKQKIIGLWN.... Result: 1 (interaction). (8) The miRNA is hsa-miR-3934-5p with sequence UCAGGUGUGGAAACUGAGGCAG. The protein sequence of the target gene is MALHFQSLAELEVLCTHLYVGTDLTERIEAEKALLELIDSPECLSKCQLLLEQGTTSYAQLLAATCLSKLVTRINPLPIEQRIDIRNYILNYVASQPKLAPFVIQALIQVIAKLTKLGWFEVQKDEFVFREIIADVKKFLQGTVEHCIIGVIILCELTQEMNLVDYSRPSAKHRKIATSFRDTSLKDILVLACSLLKQVLAKPLNLQDQDQQSLVMQVLKLVLSCLNFDFLGSSADESADDLCTVQIPTTWRTIFLEPETLDLFFNLYHSLPPLLSQLALSCLVQFASTRRSLFSSPERA.... Result: 0 (no interaction). (9) The miRNA is hsa-miR-548a-5p with sequence AAAAGUAAUUGCGAGUUUUACC. The protein sequence of the target gene is MAKEWGYASHNGPDHWHELYPIAKGDNQSPIELHTKDIKHDPSLQPWSASYDPGSAKTILNNGKTCRVVFDDTYDRSMLRGGPLSGPYRLRQFHLHWGSSDDHGSEHTVDGVKYAAELHLVHWNPKYNTFGEALKQPDGIAVVGIFLKIGREKGEFQILLDALDKIKTKGKEAPFTHFDPSCLFPACRDYWTYHGSFTTPPCEECIVWLLLKEPMTVSSDQMAKLRSLFSSAENEPPVPLVGNWRPPQPVKGRVVRASFK. Result: 0 (no interaction). (10) The miRNA is mmu-miR-155-3p with sequence CUCCUACCUGUUAGCAUUAAC. The protein sequence of the target gene is MLLCLSPAWLMKVPAPGQPGEAALLVSKAVSFHPGGLTFLDDFVPPRRATYFLAGLGLGPGRGREAAELARDLTCPTGASAELARLLEDRLLTRQLLAQQGGVAVPATLAFTYKPPGLLRGGDASLGLRLVELSGKEGQETLVKEEVEAFLRSEALGDILQVAVKLSGWRWRGRQAWRLHPRAELGAVVDTVLALLEKLEEEESVLVEAVYPPAQLPCSDGPSPGPGLAVRICAVVCRTQGDRPLLSKVVCGVGRGDRPLRHHNSLPRTLEVALAQCGLGEEAQVAAVRQRVKAAAEAAL.... Result: 0 (no interaction).